This data is from Peptide-MHC class I binding affinity with 185,985 pairs from IEDB/IMGT. The task is: Regression. Given a peptide amino acid sequence and an MHC pseudo amino acid sequence, predict their binding affinity value. This is MHC class I binding data. The peptide sequence is QLQKIERWF. The MHC is HLA-B08:02 with pseudo-sequence HLA-B08:02. The binding affinity (normalized) is 0.0847.